Task: Predict the reaction yield, written as a fraction of the theoretical maximum amount of product (1.0 means a 100% yield; for example, 0.34 means a 34% yield).. Dataset: Reaction yield outcomes from USPTO patents with 853,638 reactions The reactants are [Br:1][C:2]1[CH:3]=[C:4]([O:16][CH3:17])[CH:5]=[C:6]2[C:11]=1[NH:10][C:9]([C:12]([OH:14])=O)=[CH:8][C:7]2=[O:15].CN(C(ON1N=NC2C=CC=CC1=2)=[N+](C)C)C.[B-](F)(F)(F)F.C1C=CC2N(O)N=NC=2C=1.[O:50]1[CH2:55][CH2:54][N:53]([C:56]2[CH:62]=[CH:61][C:59]([NH2:60])=[CH:58][CH:57]=2)[CH2:52][CH2:51]1.C(N(C(C)C)CC)(C)C. The catalyst is CN(C)C=O. The product is [N:53]1([C:56]2[CH:57]=[CH:58][C:59]([NH:60][C:12]([C:9]3[NH:10][C:11]4[C:6]([C:7](=[O:15])[CH:8]=3)=[CH:5][C:4]([O:16][CH3:17])=[CH:3][C:2]=4[Br:1])=[O:14])=[CH:61][CH:62]=2)[CH2:52][CH2:51][O:50][CH2:55][CH2:54]1. The yield is 0.580.